Dataset: Full USPTO retrosynthesis dataset with 1.9M reactions from patents (1976-2016). Task: Predict the reactants needed to synthesize the given product. Given the product [Br:1][C:2]1[CH:3]=[C:4]2[C:9](=[CH:10][CH:11]=1)[N:8]=[CH:7][C:6]([O:12][CH:20]([CH2:25][CH3:26])[C:21]([O:23][CH3:24])=[O:22])=[CH:5]2, predict the reactants needed to synthesize it. The reactants are: [Br:1][C:2]1[CH:3]=[C:4]2[C:9](=[CH:10][CH:11]=1)[N:8]=[CH:7][C:6]([OH:12])=[CH:5]2.C(=O)([O-])[O-].[K+].[K+].Br[CH:20]([CH2:25][CH3:26])[C:21]([O:23][CH3:24])=[O:22].